Dataset: hERG Central: cardiac toxicity at 1µM, 10µM, and general inhibition. Task: Predict hERG channel inhibition at various concentrations. (1) The drug is CC(CCc1ccccc1)NC(=O)c1ccc(-n2cncn2)c([N+](=O)[O-])c1. Results: hERG_inhib (hERG inhibition (general)): blocker. (2) The molecule is CC(=O)N1CC[n+]2c(-c3ccc([N+](=O)[O-])cc3)csc21.[Br-]. Results: hERG_inhib (hERG inhibition (general)): blocker. (3) The drug is CCOC(=O)C1=C(OCc2ccc(Cl)cc2)C2C=C(C)C=CC2N=C1. Results: hERG_inhib (hERG inhibition (general)): blocker.